Dataset: Forward reaction prediction with 1.9M reactions from USPTO patents (1976-2016). Task: Predict the product of the given reaction. (1) Given the reactants [CH2:1]1[CH2:12][O:11][C:10]2[CH:9]=[CH:8][C:5]([CH:6]=O)=[CH:4][C:3]=2[O:2]1.C1CO[C:20]2[CH:19]=[CH:18]C(C(O)CCC)=C[C:15]=2[O:14]1.CN(C)C=O.P(Cl)(Cl)(Cl)=O, predict the reaction product. The product is: [CH:15]([C:20]([CH2:19][CH3:18])=[CH:6][C:5]1[CH:8]=[CH:9][C:10]2[O:11][CH2:12][CH2:1][O:2][C:3]=2[CH:4]=1)=[O:14]. (2) Given the reactants [Br:1][C:2]1[CH:7]=[CH:6][C:5]([C@@H:8]2[CH2:10][O:9]2)=[CH:4][CH:3]=1.[NH:11]1[CH2:16][CH2:15][O:14][CH2:13][CH2:12]1.O.[O-2].[O-2].[O-2].O=[Si]=O.O=[Si]=O.O=[Si]=O.O=[Si]=O.[Al+3].[Al+3], predict the reaction product. The product is: [Br:1][C:2]1[CH:7]=[CH:6][C:5]([C@@H:8]([OH:9])[CH2:10][N:11]2[CH2:16][CH2:15][O:14][CH2:13][CH2:12]2)=[CH:4][CH:3]=1. (3) The product is: [CH3:21][S:22]([CH2:25][CH2:26][NH:27][CH2:18][CH2:17][N:16]1[C:9]2[C:8]([O:1][C:2]3[CH:7]=[CH:6][CH:5]=[CH:4][CH:3]=3)=[N:13][CH:12]=[N:11][C:10]=2[CH:14]=[CH:15]1)(=[O:24])=[O:23]. Given the reactants [O:1]([C:8]1[C:9]2[N:16]([CH2:17][CH:18](O)O)[CH:15]=[CH:14][C:10]=2[N:11]=[CH:12][N:13]=1)[C:2]1[CH:7]=[CH:6][CH:5]=[CH:4][CH:3]=1.[CH3:21][S:22]([CH2:25][CH2:26][NH2:27])(=[O:24])=[O:23].C(O[BH-](OC(=O)C)OC(=O)C)(=O)C.[Na+], predict the reaction product. (4) Given the reactants [Cl:1][CH2:2][C:3](Cl)=[O:4].[OH:6][C:7]1[C:20]2[C:19](=[O:21])[C:18]3[C:13](=[CH:14][CH:15]=[CH:16][C:17]=3[OH:22])[C:12](=[O:23])[C:11]=2[CH:10]=[C:9]([NH2:24])[CH:8]=1.C(Cl)Cl.CO, predict the reaction product. The product is: [OH:6][C:7]1[C:20]2[C:19](=[O:21])[C:18]3[C:13](=[CH:14][CH:15]=[CH:16][C:17]=3[OH:22])[C:12](=[O:23])[C:11]=2[CH:10]=[C:9]([NH:24][C:3](=[O:4])[CH2:2][Cl:1])[CH:8]=1. (5) Given the reactants [C:1]([C:3]1[CH:42]=[CH:41][C:6]([CH2:7][CH:8](/[CH:21]=[CH:22]/[C:23]2[CH:28]=[CH:27][CH:26]=[CH:25][C:24]=2[O:29][CH2:30][CH2:31][CH2:32][CH2:33][CH2:34][C:35]2[CH:40]=[CH:39][CH:38]=[CH:37][CH:36]=2)[CH2:9][CH2:10][C:11]2[CH:20]=[CH:19][C:14]([C:15]([O:17][CH3:18])=[O:16])=[CH:13][CH:12]=2)=[CH:5][CH:4]=1)#[N:2].C[Si]([N:47]=[N+:48]=[N-:49])(C)C.C([Sn](=O)CCCC)CCC, predict the reaction product. The product is: [C:35]1([CH2:34][CH2:33][CH2:32][CH2:31][CH2:30][O:29][C:24]2[CH:25]=[CH:26][CH:27]=[CH:28][C:23]=2/[CH:22]=[CH:21]/[CH:8]([CH2:7][C:6]2[CH:5]=[CH:4][C:3]([C:1]3[NH:49][N:48]=[N:47][N:2]=3)=[CH:42][CH:41]=2)[CH2:9][CH2:10][C:11]2[CH:20]=[CH:19][C:14]([C:15]([O:17][CH3:18])=[O:16])=[CH:13][CH:12]=2)[CH:36]=[CH:37][CH:38]=[CH:39][CH:40]=1. (6) Given the reactants [CH3:1][O:2][C:3]1[CH:40]=[CH:39][C:6]([CH2:7][N:8]([CH2:30][C:31]2[CH:36]=[CH:35][C:34]([O:37][CH3:38])=[CH:33][CH:32]=2)[C:9]2[N:14]=[CH:13][C:12]([C:15]3[C:16]4[CH2:29][CH2:28][NH:27][C:17]=4[N:18]=[C:19]([N:21]4[CH2:26][CH2:25][O:24][CH2:23][CH2:22]4)[N:20]=3)=[CH:11][N:10]=2)=[CH:5][CH:4]=1.Br[C:42]1[C:43]([CH3:56])=[C:44]([C:48]([N:50]2[CH2:55][CH2:54][O:53][CH2:52][CH2:51]2)=[O:49])[CH:45]=[CH:46][CH:47]=1, predict the reaction product. The product is: [CH3:38][O:37][C:34]1[CH:33]=[CH:32][C:31]([CH2:30][N:8]([CH2:7][C:6]2[CH:5]=[CH:4][C:3]([O:2][CH3:1])=[CH:40][CH:39]=2)[C:9]2[N:10]=[CH:11][C:12]([C:15]3[C:16]4[CH2:29][CH2:28][N:27]([C:42]5[C:43]([CH3:56])=[C:44]([C:48]([N:50]6[CH2:51][CH2:52][O:53][CH2:54][CH2:55]6)=[O:49])[CH:45]=[CH:46][CH:47]=5)[C:17]=4[N:18]=[C:19]([N:21]4[CH2:26][CH2:25][O:24][CH2:23][CH2:22]4)[N:20]=3)=[CH:13][N:14]=2)=[CH:36][CH:35]=1. (7) Given the reactants C(OC([N:8]1[CH2:12][C@H:11]([O:13][Si](C(C)(C)C)(C)C)[CH2:10][C@@H:9]1[C:21](=[O:35])[NH:22][C:23]1[CH:28]=[CH:27][C:26]([C:29](=[O:33])[N:30]([CH3:32])[CH3:31])=[CH:25][C:24]=1[F:34])=O)(C)(C)C.C(O)(C(F)(F)F)=O, predict the reaction product. The product is: [CH3:31][N:30]([CH3:32])[C:29]([C:26]1[CH:27]=[CH:28][C:23]([NH:22][C:21]([C@H:9]2[CH2:10][C@@H:11]([OH:13])[CH2:12][NH:8]2)=[O:35])=[C:24]([F:34])[CH:25]=1)=[O:33].